Dataset: Forward reaction prediction with 1.9M reactions from USPTO patents (1976-2016). Task: Predict the product of the given reaction. (1) Given the reactants [O:1]1[CH2:6][CH2:5][CH:4]=[C:3](/[CH:7]=[CH:8]/[C:9]([O:11][CH2:12][CH3:13])=[O:10])[CH2:2]1.[H][H], predict the reaction product. The product is: [O:1]1[CH2:6][CH2:5][CH2:4][CH:3]([CH2:7][CH2:8][C:9]([O:11][CH2:12][CH3:13])=[O:10])[CH2:2]1. (2) Given the reactants Cl.C(OC(=O)[NH:8][CH2:9][CH2:10][C:11]1[CH:16]=[CH:15][C:14]([O:17][CH2:18][CH2:19][C:20]2[CH:25]=[CH:24][C:23]([OH:26])=[C:22]([C@@H:27]([C:37]3[CH:42]=[CH:41][CH:40]=[CH:39][CH:38]=3)[CH2:28][CH2:29][N:30]([CH:34]([CH3:36])[CH3:35])[CH:31]([CH3:33])[CH3:32])[CH:21]=2)=[CH:13][CH:12]=1)(C)(C)C, predict the reaction product. The product is: [NH2:8][CH2:9][CH2:10][C:11]1[CH:12]=[CH:13][C:14]([O:17][CH2:18][CH2:19][C:20]2[CH:25]=[CH:24][C:23]([OH:26])=[C:22]([C@@H:27]([C:37]3[CH:38]=[CH:39][CH:40]=[CH:41][CH:42]=3)[CH2:28][CH2:29][N:30]([CH:34]([CH3:35])[CH3:36])[CH:31]([CH3:33])[CH3:32])[CH:21]=2)=[CH:15][CH:16]=1. (3) Given the reactants Br[CH2:2][C:3]1[N:4]=[C:5]2[CH:10]=[CH:9][CH:8]=[CH:7][N:6]2[C:11]=1[Cl:12].[CH3:13][C:14]1[N:19]=[C:18]([SH:20])[N:17]=[C:16]([OH:21])[CH:15]=1.C(N(CC)CC)C, predict the reaction product. The product is: [Cl:12][C:11]1[N:6]2[CH:7]=[CH:8][CH:9]=[CH:10][C:5]2=[N:4][C:3]=1[CH2:2][S:20][C:18]1[N:17]=[C:16]([OH:21])[CH:15]=[C:14]([CH3:13])[N:19]=1. (4) Given the reactants [Cl:1][C:2]1[C:7]([C:8]([O:10][CH3:11])=[O:9])=[CH:6][CH:5]=[C:4](Cl)[N:3]=1.[Cl:13][C:14]1[CH:19]=[C:18]([Cl:20])[CH:17]=[CH:16][C:15]=1B(O)O.C(=O)([O-])[O-].[K+].[K+].O, predict the reaction product. The product is: [Cl:1][C:2]1[C:7]([C:8]([O:10][CH3:11])=[O:9])=[CH:6][CH:5]=[C:4]([C:17]2[CH:16]=[CH:15][C:14]([Cl:13])=[CH:19][C:18]=2[Cl:20])[N:3]=1.